This data is from Catalyst prediction with 721,799 reactions and 888 catalyst types from USPTO. The task is: Predict which catalyst facilitates the given reaction. (1) Reactant: Br[C:2]1[C:10](Cl)=[CH:9][CH:8]=[CH:7][C:3]=1[C:4](O)=O.ClC1C2[C:19]3([O:25]C(=O)C=2C=CC=1)[CH2:24][CH2:23][NH:22][CH2:21][CH2:20]3.CO.Cl. Product: [CH2:4]([N:22]1[CH2:23][CH2:24][C:19](=[O:25])[CH2:20][CH2:21]1)[C:3]1[CH:7]=[CH:8][CH:9]=[CH:10][CH:2]=1. The catalyst class is: 45. (2) Reactant: C(OC([N:8]1[CH2:13][CH2:12][CH:11]([S:14]([C:17]2[CH:22]=[CH:21][C:20]([NH:23][C:24]3[N:29]=[CH:28][C:27]([NH:30][C:31](=[O:50])[C:32]4[CH:37]=[C:36]([NH:38][C:39](=[O:48])[C:40]5[CH:45]=[CH:44][C:43]([O:46][CH3:47])=[CH:42][CH:41]=5)[CH:35]=[CH:34][C:33]=4[Cl:49])=[CH:26][N:25]=3)=[CH:19][CH:18]=2)(=[O:16])=[O:15])[CH2:10][CH2:9]1)=O)(C)(C)C.[C:51]([OH:57])([C:53]([F:56])([F:55])[F:54])=[O:52]. Product: [Cl:49][C:33]1[CH:34]=[CH:35][C:36]([NH:38][C:39](=[O:48])[C:40]2[CH:41]=[CH:42][C:43]([O:46][CH3:47])=[CH:44][CH:45]=2)=[CH:37][C:32]=1[C:31]([NH:30][C:27]1[CH:26]=[N:25][C:24]([NH:23][C:20]2[CH:19]=[CH:18][C:17]([S:14]([CH:11]3[CH2:12][CH2:13][NH:8][CH2:9][CH2:10]3)(=[O:15])=[O:16])=[CH:22][CH:21]=2)=[N:29][CH:28]=1)=[O:50].[C:51]([OH:57])([C:53]([F:56])([F:55])[F:54])=[O:52]. The catalyst class is: 2. (3) Reactant: [C:1]1([N:7]([CH:12]2[CH2:17][CH2:16][CH2:15][NH:14][CH2:13]2)[C:8](=[O:11])[CH2:9][CH3:10])[CH:6]=[CH:5][CH:4]=[CH:3][CH:2]=1.CCN(C(C)C)C(C)C.[C:27](O[C:27]([O:29][C:30]([CH3:33])([CH3:32])[CH3:31])=[O:28])([O:29][C:30]([CH3:33])([CH3:32])[CH3:31])=[O:28]. Product: [C:30]([O:29][C:27]([N:14]1[CH2:15][CH2:16][CH2:17][CH:12]([N:7]([C:1]2[CH:2]=[CH:3][CH:4]=[CH:5][CH:6]=2)[C:8](=[O:11])[CH2:9][CH3:10])[CH2:13]1)=[O:28])([CH3:33])([CH3:32])[CH3:31]. The catalyst class is: 1. (4) Reactant: Cl[C:2]1[N:10]([CH2:11][C:12]2[CH:17]=[CH:16][C:15]([Cl:18])=[CH:14][CH:13]=2)[C:9]2[C:8](=[O:19])[N:7]([CH2:20][CH2:21][CH2:22][OH:23])[C:6](=[O:24])[N:5]([CH2:25][CH3:26])[C:4]=2[N:3]=1.[CH3:27][C:28]1[CH:29]=[C:30]([OH:34])[CH:31]=[N:32][CH:33]=1.C(=O)([O-])[O-].[K+].[K+]. Product: [Cl:18][C:15]1[CH:16]=[CH:17][C:12]([CH2:11][N:10]2[C:9]3[C:8](=[O:19])[N:7]([CH2:20][CH2:21][CH2:22][OH:23])[C:6](=[O:24])[N:5]([CH2:25][CH3:26])[C:4]=3[N:3]=[C:2]2[O:34][C:30]2[CH:31]=[N:32][CH:33]=[C:28]([CH3:27])[CH:29]=2)=[CH:13][CH:14]=1. The catalyst class is: 3. (5) Reactant: [C:1]([C:5]1[CH:6]=[C:7]([C:16]2[CH:17]=[C:18]([C:28]3[CH:33]=[CH:32][C:31]([C:34]([O:36][CH2:37][CH3:38])=[O:35])=[CH:30][CH:29]=3)[CH:19]=[CH:20][C:21]=2[O:22][CH2:23][CH2:24][CH2:25][CH2:26][OH:27])[CH:8]=[CH:9][C:10]=1N1CCCC1)([CH3:4])([CH3:3])[CH3:2].C(Cl)(=O)C(Cl)=O.CS(C)=O.C(C1C=C(C2C=C(C3C=CC(C(OCC)=O)=CC=3)C=CC=2OCCCC=O)C=CC=1[N:59]1[CH2:63][CH2:62][CH2:61][CH2:60]1)(C)(C)C. Product: [C:1]([C:5]1[CH:6]=[C:7]([C:16]2[C:21]([O:22][CH2:23][CH2:24][CH2:25][CH:26]=[O:27])([N:59]3[CH2:63][CH2:62][CH2:61][CH2:60]3)[CH2:20][CH:19]=[C:18]([C:28]3[CH:29]=[CH:30][C:31]([C:34]([O:36][CH2:37][CH3:38])=[O:35])=[CH:32][CH:33]=3)[CH:17]=2)[CH:8]=[CH:9][CH:10]=1)([CH3:3])([CH3:2])[CH3:4]. The catalyst class is: 66.